Task: Regression. Given two drug SMILES strings and cell line genomic features, predict the synergy score measuring deviation from expected non-interaction effect.. Dataset: NCI-60 drug combinations with 297,098 pairs across 59 cell lines (1) Drug 1: C1=NC2=C(N1)C(=S)N=C(N2)N. Drug 2: C1C(C(OC1N2C=NC3=C(N=C(N=C32)Cl)N)CO)O. Cell line: HS 578T. Synergy scores: CSS=13.2, Synergy_ZIP=-0.334, Synergy_Bliss=-0.944, Synergy_Loewe=-3.69, Synergy_HSA=-2.91. (2) Drug 1: CC1C(C(=O)NC(C(=O)N2CCCC2C(=O)N(CC(=O)N(C(C(=O)O1)C(C)C)C)C)C(C)C)NC(=O)C3=C4C(=C(C=C3)C)OC5=C(C(=O)C(=C(C5=N4)C(=O)NC6C(OC(=O)C(N(C(=O)CN(C(=O)C7CCCN7C(=O)C(NC6=O)C(C)C)C)C)C(C)C)C)N)C. Drug 2: C1=CN(C=N1)CC(O)(P(=O)(O)O)P(=O)(O)O. Cell line: CCRF-CEM. Synergy scores: CSS=18.5, Synergy_ZIP=-0.812, Synergy_Bliss=3.53, Synergy_Loewe=-23.1, Synergy_HSA=-12.8.